From a dataset of Forward reaction prediction with 1.9M reactions from USPTO patents (1976-2016). Predict the product of the given reaction. (1) Given the reactants [NH:1]([C:3](=[S:5])[NH2:4])[NH2:2].C(O)(C(F)(F)F)=O.[C:13](#N)[CH2:14][CH2:15][CH2:16][C:17]#[CH:18].[OH-].[Na+], predict the reaction product. The product is: [CH2:17]([C:18]1[S:5][C:3]([NH2:4])=[N:1][N:2]=1)[CH2:16][CH2:15][C:14]#[CH:13]. (2) The product is: [Br:15][C:16]1[CH:22]=[CH:21][C:19]([NH:20][N:9]=[C:10]2[C:11]([NH2:12])=[N:30][N:29]=[C:13]2[NH2:14])=[CH:18][CH:17]=1. Given the reactants BrC1C=CC(N[N:9]=[C:10]([C:13]#[N:14])[C:11]#[N:12])=CC=1.[Br:15][C:16]1[CH:22]=[CH:21][C:19]([NH2:20])=[CH:18][CH:17]=1.C(#N)CC#N.O.[NH2:29][NH2:30], predict the reaction product.